The task is: Predict the reaction yield, written as a fraction of the theoretical maximum amount of product (1.0 means a 100% yield; for example, 0.34 means a 34% yield).. This data is from Reaction yield outcomes from USPTO patents with 853,638 reactions. (1) The reactants are Br[C:2]1[CH:25]=[CH:24][CH:23]=[CH:22][C:3]=1[CH2:4][S:5]([N:8]1[CH2:13][CH2:12][CH:11]([NH:14][C:15](=[O:21])[O:16][C:17]([CH3:20])([CH3:19])[CH3:18])[CH2:10][CH2:9]1)(=[O:7])=[O:6].[F:26][C:27]1[CH:32]=[C:31](B2OC(C)(C)C(C)(C)O2)[CH:30]=[CH:29][C:28]=1[C:42]1[N:43]=[CH:44][C:45]([NH2:48])=[N:46][CH:47]=1.C(Cl)Cl.C([O-])([O-])=O.[Na+].[Na+]. The catalyst is CN(C=O)C.C1C=CC(P(C2C=CC=CC=2)[C-]2C=CC=C2)=CC=1.C1C=CC(P(C2C=CC=CC=2)[C-]2C=CC=C2)=CC=1.Cl[Pd]Cl.[Fe+2]. The product is [NH2:48][C:45]1[N:46]=[CH:47][C:42]([C:28]2[C:27]([F:26])=[CH:32][C:31]([C:2]3[CH:25]=[CH:24][CH:23]=[CH:22][C:3]=3[CH2:4][S:5]([N:8]3[CH2:13][CH2:12][CH:11]([NH:14][C:15](=[O:21])[O:16][C:17]([CH3:20])([CH3:19])[CH3:18])[CH2:10][CH2:9]3)(=[O:7])=[O:6])=[CH:30][CH:29]=2)=[N:43][CH:44]=1. The yield is 0.760. (2) The reactants are Br.[NH2:2][C@@H:3]([CH2:15][C:16]1[CH:21]=[CH:20][CH:19]=[CH:18][CH:17]=1)[C@H:4]([CH2:8][C:9]1[CH:14]=[CH:13][CH:12]=[CH:11][CH:10]=1)[C:5]([OH:7])=[S:6].CC1CO1. The catalyst is C(O)C. The product is [NH2:2][C@@H:3]([CH2:15][C:16]1[CH:21]=[CH:20][CH:19]=[CH:18][CH:17]=1)[C@H:4]([CH2:8][C:9]1[CH:10]=[CH:11][CH:12]=[CH:13][CH:14]=1)[C:5]([OH:7])=[S:6]. The yield is 0.650. (3) The reactants are [NH2:1][CH2:2][CH:3]([C:6]1[CH:11]=[CH:10][C:9]([NH:12][C:13]([C:15]2[N:16]([CH2:22][O:23][CH2:24][CH2:25][Si:26]([CH3:29])([CH3:28])[CH3:27])[CH:17]=[C:18]([C:20]#[N:21])[N:19]=2)=[O:14])=[C:8]([C:30]2[CH2:35][CH2:34][CH2:33][CH2:32][CH:31]=2)[CH:7]=1)[CH2:4][NH2:5].CS[C:38](SC)=[N:39][C:40]#[N:41]. The catalyst is C(Cl)Cl. The product is [C:40]([N:39]=[C:38]1[NH:1][CH2:2][CH:3]([C:6]2[CH:11]=[CH:10][C:9]([NH:12][C:13]([C:15]3[N:16]([CH2:22][O:23][CH2:24][CH2:25][Si:26]([CH3:29])([CH3:27])[CH3:28])[CH:17]=[C:18]([C:20]#[N:21])[N:19]=3)=[O:14])=[C:8]([C:30]3[CH2:35][CH2:34][CH2:33][CH2:32][CH:31]=3)[CH:7]=2)[CH2:4][NH:5]1)#[N:41]. The yield is 0.620. (4) The reactants are [C:1]([Br:5])(Br)(Br)Br.OC[CH2:8][CH2:9][CH2:10][NH:11][C:12](=[O:18])[O:13][C:14]([CH3:17])([CH3:16])[CH3:15].C1(P(C2C=CC=CC=2)C2C=CC=CC=2)C=CC=CC=1. The catalyst is C(Cl)Cl. The product is [Br:5][CH2:1][CH2:8][CH2:9][CH2:10][NH:11][C:12](=[O:18])[O:13][C:14]([CH3:17])([CH3:16])[CH3:15]. The yield is 0.700.